Dataset: Reaction yield outcomes from USPTO patents with 853,638 reactions. Task: Predict the reaction yield, written as a fraction of the theoretical maximum amount of product (1.0 means a 100% yield; for example, 0.34 means a 34% yield). The reactants are C(O[CH:4](OCC)[C:5]#[C:6][C:7]1[N:12]=[C:11]([C:13]([O:15][CH3:16])=[O:14])[C:10](=[O:17])[N:9]([C:18]2[CH:23]=[CH:22][CH:21]=[C:20]([C:24]([F:27])([F:26])[F:25])[CH:19]=2)[C:8]=1[CH3:28])C.FC(F)(F)C(O)=O.[NH:39]([C:41]1[CH:42]=[CH:43][C:44]([C:47]#[N:48])=[N:45][CH:46]=1)[NH2:40].Cl.C([O-])(O)=O.[Na+]. The catalyst is O1CCOCC1. The product is [C:47]([C:44]1[N:45]=[CH:46][C:41]([N:39]2[C:6]([C:7]3[N:12]=[C:11]([C:13]([O:15][CH3:16])=[O:14])[C:10](=[O:17])[N:9]([C:18]4[CH:23]=[CH:22][CH:21]=[C:20]([C:24]([F:25])([F:27])[F:26])[CH:19]=4)[C:8]=3[CH3:28])=[CH:5][CH:4]=[N:40]2)=[CH:42][CH:43]=1)#[N:48]. The yield is 0.280.